From a dataset of Full USPTO retrosynthesis dataset with 1.9M reactions from patents (1976-2016). Predict the reactants needed to synthesize the given product. (1) Given the product [Cl:1][C:2]1[CH:7]=[CH:6][CH:5]=[CH:4][C:3]=1[C:8]1[CH:13]=[CH:12][C:11]([C:14]([OH:16])=[O:15])=[CH:10][C:9]=1[CH2:18][O:19][CH3:20], predict the reactants needed to synthesize it. The reactants are: [Cl:1][C:2]1[CH:7]=[CH:6][CH:5]=[CH:4][C:3]=1[C:8]1[CH:13]=[CH:12][C:11]([C:14]([O:16]C)=[O:15])=[CH:10][C:9]=1[CH2:18][O:19][CH3:20].CO.O.O.[OH-].[Li+]. (2) Given the product [C:1]1([C:3](=[CH:5][CH:6]=[CH:7][CH:8]=1)[O-:4])[O-:2].[Hf+4:14].[C:1]1([C:3](=[CH:5][CH:6]=[CH:7][CH:8]=1)[O-:4])[O-:2], predict the reactants needed to synthesize it. The reactants are: [C:1]1([C:3](=[CH:5][CH:6]=[CH:7][CH:8]=1)[OH:4])[OH:2].[O-]CCCC.[Hf+4:14].[O-]CCCC.[O-]CCCC.[O-]CCCC.